Dataset: Full USPTO retrosynthesis dataset with 1.9M reactions from patents (1976-2016). Task: Predict the reactants needed to synthesize the given product. Given the product [O:54]=[C:45]1[C:46]2[C:51](=[CH:50][CH:49]=[CH:48][CH:47]=2)[C:52](=[O:53])[N:44]1[CH2:43][CH2:42][CH2:41][CH2:40][N:34]1[CH2:35][CH2:36][N:37]([CH2:2][C:3]2[CH:31]=[CH:30][C:6]([C:7]([NH:9][C:10]3[CH:15]=[CH:14][C:13]([CH3:16])=[C:12]([NH:17][C:18]4[N:23]=[C:22]([C:24]5[CH:25]=[N:26][CH:27]=[CH:28][CH:29]=5)[CH:21]=[CH:20][N:19]=4)[CH:11]=3)=[O:8])=[CH:5][CH:4]=2)[CH2:38][CH2:39]1, predict the reactants needed to synthesize it. The reactants are: Cl[CH2:2][C:3]1[CH:31]=[CH:30][C:6]([C:7]([NH:9][C:10]2[CH:15]=[CH:14][C:13]([CH3:16])=[C:12]([NH:17][C:18]3[N:23]=[C:22]([C:24]4[CH:25]=[N:26][CH:27]=[CH:28][CH:29]=4)[CH:21]=[CH:20][N:19]=3)[CH:11]=2)=[O:8])=[CH:5][CH:4]=1.Cl.Cl.[N:34]1([CH2:40][CH2:41][CH2:42][CH2:43][N:44]2[C:52](=[O:53])[C:51]3[C:46](=[CH:47][CH:48]=[CH:49][CH:50]=3)[C:45]2=[O:54])[CH2:39][CH2:38][NH:37][CH2:36][CH2:35]1.C(N(CC)CC)C.